Task: Regression. Given two drug SMILES strings and cell line genomic features, predict the synergy score measuring deviation from expected non-interaction effect.. Dataset: NCI-60 drug combinations with 297,098 pairs across 59 cell lines (1) Drug 1: CC12CCC3C(C1CCC2=O)CC(=C)C4=CC(=O)C=CC34C. Drug 2: CCC1(CC2CC(C3=C(CCN(C2)C1)C4=CC=CC=C4N3)(C5=C(C=C6C(=C5)C78CCN9C7C(C=CC9)(C(C(C8N6C=O)(C(=O)OC)O)OC(=O)C)CC)OC)C(=O)OC)O.OS(=O)(=O)O. Cell line: 786-0. Synergy scores: CSS=36.7, Synergy_ZIP=4.90, Synergy_Bliss=5.72, Synergy_Loewe=3.56, Synergy_HSA=3.69. (2) Drug 1: CN(C)C1=NC(=NC(=N1)N(C)C)N(C)C. Drug 2: CCC1(CC2CC(C3=C(CCN(C2)C1)C4=CC=CC=C4N3)(C5=C(C=C6C(=C5)C78CCN9C7C(C=CC9)(C(C(C8N6C)(C(=O)OC)O)OC(=O)C)CC)OC)C(=O)OC)O.OS(=O)(=O)O. Cell line: MDA-MB-231. Synergy scores: CSS=31.0, Synergy_ZIP=-5.73, Synergy_Bliss=0.433, Synergy_Loewe=-34.7, Synergy_HSA=-2.70. (3) Drug 1: CC12CCC(CC1=CCC3C2CCC4(C3CC=C4C5=CN=CC=C5)C)O. Drug 2: C(CCl)NC(=O)N(CCCl)N=O. Cell line: NCI/ADR-RES. Synergy scores: CSS=7.50, Synergy_ZIP=-2.39, Synergy_Bliss=1.41, Synergy_Loewe=-7.74, Synergy_HSA=-0.810. (4) Drug 1: C1CN1P(=S)(N2CC2)N3CC3. Drug 2: CC(C)(C#N)C1=CC(=CC(=C1)CN2C=NC=N2)C(C)(C)C#N. Cell line: SF-268. Synergy scores: CSS=0.167, Synergy_ZIP=-0.748, Synergy_Bliss=-1.52, Synergy_Loewe=-3.96, Synergy_HSA=-3.32. (5) Drug 1: CCC1=CC2CC(C3=C(CN(C2)C1)C4=CC=CC=C4N3)(C5=C(C=C6C(=C5)C78CCN9C7C(C=CC9)(C(C(C8N6C)(C(=O)OC)O)OC(=O)C)CC)OC)C(=O)OC.C(C(C(=O)O)O)(C(=O)O)O. Drug 2: COC1=C2C(=CC3=C1OC=C3)C=CC(=O)O2. Cell line: OVCAR3. Synergy scores: CSS=62.1, Synergy_ZIP=7.14, Synergy_Bliss=8.97, Synergy_Loewe=-36.0, Synergy_HSA=1.59. (6) Drug 1: COC1=NC(=NC2=C1N=CN2C3C(C(C(O3)CO)O)O)N. Drug 2: CCC1=C2CN3C(=CC4=C(C3=O)COC(=O)C4(CC)O)C2=NC5=C1C=C(C=C5)O. Cell line: SNB-75. Synergy scores: CSS=16.4, Synergy_ZIP=-1.20, Synergy_Bliss=2.48, Synergy_Loewe=-89.0, Synergy_HSA=-0.566.